From a dataset of Peptide-MHC class I binding affinity with 185,985 pairs from IEDB/IMGT. Regression. Given a peptide amino acid sequence and an MHC pseudo amino acid sequence, predict their binding affinity value. This is MHC class I binding data. (1) The peptide sequence is ISDYDYYRY. The MHC is HLA-A24:02 with pseudo-sequence HLA-A24:02. The binding affinity (normalized) is 0. (2) The peptide sequence is GHFPLQHAL. The MHC is HLA-B39:01 with pseudo-sequence HLA-B39:01. The binding affinity (normalized) is 0.707. (3) The peptide sequence is EAVEDGRFW. The MHC is HLA-B57:01 with pseudo-sequence HLA-B57:01. The binding affinity (normalized) is 0.418. (4) The binding affinity (normalized) is 0.300. The peptide sequence is WVAGVQLLY. The MHC is SLA-10401 with pseudo-sequence SLA-10401. (5) The peptide sequence is PTDYAKPQY. The MHC is HLA-B18:01 with pseudo-sequence HLA-B18:01. The binding affinity (normalized) is 0.0847. (6) The peptide sequence is YVIKVSARV. The MHC is HLA-A31:01 with pseudo-sequence HLA-A31:01. The binding affinity (normalized) is 0.258. (7) The peptide sequence is YTGDFDSVI. The MHC is Patr-B0101 with pseudo-sequence Patr-B0101. The binding affinity (normalized) is 0.911. (8) The peptide sequence is VATFRDMLL. The MHC is HLA-A02:03 with pseudo-sequence HLA-A02:03. The binding affinity (normalized) is 0.149.